This data is from Forward reaction prediction with 1.9M reactions from USPTO patents (1976-2016). The task is: Predict the product of the given reaction. (1) Given the reactants [NH:1]1[C:9]2[C:4](=[CH:5][C:6]([C:10]3[CH:11]=[C:12]([CH:26]=[CH:27][CH:28]=3)[CH2:13][O:14][C:15]3[CH:20]=[CH:19][C:18]([CH2:21][CH2:22][C:23]([OH:25])=[O:24])=[CH:17][CH:16]=3)=[CH:7][CH:8]=2)[CH:3]=[CH:2]1.O1CCC[CH2:30]1, predict the reaction product. The product is: [NH:1]1[C:9]2[C:4](=[CH:5][C:6]([C:10]3[CH:11]=[C:12]([CH:26]=[CH:27][CH:28]=3)[CH2:13][O:14][C:15]3[CH:20]=[CH:19][C:18]([CH2:21][CH2:22][C:23]([O:25][CH3:30])=[O:24])=[CH:17][CH:16]=3)=[CH:7][CH:8]=2)[CH:3]=[CH:2]1. (2) Given the reactants [C:1]1([S:7]([N:10]2[C:14]3=[N:15][CH:16]=[CH:17][CH:18]=[C:13]3[CH:12]=[C:11]2[C:19]([C:26]2[CH:27]=[N:28][C:29]([S:32]([CH3:34])=[O:33])=[CH:30][CH:31]=2)=[CH:20][CH:21]2[CH2:25][CH2:24][CH2:23][CH2:22]2)(=[O:9])=[O:8])[CH:6]=[CH:5][CH:4]=[CH:3][CH:2]=1.[Mn]([O-])(=O)(=O)=[O:36].[K+], predict the reaction product. The product is: [C:1]1([S:7]([N:10]2[C:14]3=[N:15][CH:16]=[CH:17][CH:18]=[C:13]3[CH:12]=[C:11]2[C:19]([C:26]2[CH:27]=[N:28][C:29]([S:32]([CH3:34])(=[O:36])=[O:33])=[CH:30][CH:31]=2)=[CH:20][CH:21]2[CH2:22][CH2:23][CH2:24][CH2:25]2)(=[O:9])=[O:8])[CH:6]=[CH:5][CH:4]=[CH:3][CH:2]=1. (3) Given the reactants N1C=CC=CC=1.[CH:7]1([C:12](Cl)=O)[CH2:11][CH2:10][CH2:9][CH2:8]1.C(OC([N:22]1[CH2:28][CH2:27][CH2:26][N:25]([C:29]2[CH:34]=[CH:33][C:32]([NH2:35])=[C:31]([C:36](=[O:46])[NH:37][CH2:38][C:39](=[O:45])[NH:40]C(C)(C)C)[CH:30]=2)[CH2:24][CH2:23]1)=O)(C)(C)C.C(N(CC)CC)C.C[Si](Cl)(C)C, predict the reaction product. The product is: [CH:7]1([C:12]2[N:37]([CH2:38][C:39]([NH2:40])=[O:45])[C:36](=[O:46])[C:31]3[C:32](=[CH:33][CH:34]=[C:29]([N:25]4[CH2:26][CH2:27][CH2:28][NH:22][CH2:23][CH2:24]4)[CH:30]=3)[N:35]=2)[CH2:8][CH2:9][CH2:10][CH2:11]1. (4) Given the reactants [CH2:1]([O:8][C:9]([N:11]1[CH2:16][CH2:15][CH:14]([C:17]([OH:19])=[O:18])[CH2:13][CH2:12]1)=[O:10])[C:2]1[CH:7]=[CH:6][CH:5]=[CH:4][CH:3]=1.[C:20](O)([CH3:23])([CH3:22])[CH3:21].O.ClC1C=CC2N=NN(OC(=[N+](C)C)N(C)C)C=2C=1, predict the reaction product. The product is: [N:11]1([C:9]([O:8][CH2:1][C:2]2[CH:3]=[CH:4][CH:5]=[CH:6][CH:7]=2)=[O:10])[CH2:12][CH2:13][CH:14]([C:17]([O:19][C:20]([CH3:23])([CH3:22])[CH3:21])=[O:18])[CH2:15][CH2:16]1.